This data is from Catalyst prediction with 721,799 reactions and 888 catalyst types from USPTO. The task is: Predict which catalyst facilitates the given reaction. (1) Reactant: Cl[C:2]1[C:11]2[C:6](=[CH:7][C:8]([O:14][CH2:15][CH2:16][CH2:17][N:18]3[CH2:23][CH2:22][CH2:21][CH2:20][CH2:19]3)=[C:9]([O:12][CH3:13])[CH:10]=2)[N:5]=[CH:4][N:3]=1.[OH:24][C:25]1[CH:26]=[C:27]2[C:31](=[CH:32][CH:33]=1)[NH:30][C:29]([CH3:34])=[CH:28]2.C(=O)([O-])[O-].[K+].[K+]. Product: [CH3:13][O:12][C:9]1[CH:10]=[C:11]2[C:6](=[CH:7][C:8]=1[O:14][CH2:15][CH2:16][CH2:17][N:18]1[CH2:23][CH2:22][CH2:21][CH2:20][CH2:19]1)[N:5]=[CH:4][N:3]=[C:2]2[O:24][C:25]1[CH:26]=[C:27]2[C:31](=[CH:32][CH:33]=1)[NH:30][C:29]([CH3:34])=[CH:28]2. The catalyst class is: 3. (2) Reactant: [Br:1][C:2]1[C:3]2[N:4]([C:15](=[O:18])[NH:16][N:17]=2)[CH:5]=[CH:6][C:7]=1[C:8]1[CH:13]=[CH:12][C:11]([Cl:14])=[CH:10][CH:9]=1.C([O-])([O-])=O.[K+].[K+].Cl[CH2:26][C:27]1[CH:34]=[CH:33][C:30]([C:31]#[N:32])=[CH:29][N:28]=1. Product: [Br:1][C:2]1[C:3]2[N:4]([C:15](=[O:18])[N:16]([CH2:26][C:27]3[CH:34]=[CH:33][C:30]([C:31]#[N:32])=[CH:29][N:28]=3)[N:17]=2)[CH:5]=[CH:6][C:7]=1[C:8]1[CH:9]=[CH:10][C:11]([Cl:14])=[CH:12][CH:13]=1. The catalyst class is: 18. (3) Reactant: CN(C(ON1N=NC2C=CC=NC1=2)=[N+](C)C)C.F[P-](F)(F)(F)(F)F.[NH2:25][CH2:26][C:27]1[C:28]([F:44])=[C:29]([O:34][C:35]2[CH:36]=[C:37]([CH:40]=[C:41]([Cl:43])[CH:42]=2)[C:38]#[N:39])[C:30]([Cl:33])=[CH:31][CH:32]=1.[C:45]([NH:48][C:49]1[CH:57]=[C:56]2[C:52]([CH:53]=[C:54]([C:58](O)=[O:59])[NH:55]2)=[CH:51][CH:50]=1)(=[O:47])[CH3:46].CCN(C(C)C)C(C)C. Product: [C:45]([NH:48][C:49]1[CH:57]=[C:56]2[C:52]([CH:53]=[C:54]([C:58]([NH:25][CH2:26][C:27]3[CH:32]=[CH:31][C:30]([Cl:33])=[C:29]([O:34][C:35]4[CH:36]=[C:37]([C:38]#[N:39])[CH:40]=[C:41]([Cl:43])[CH:42]=4)[C:28]=3[F:44])=[O:59])[NH:55]2)=[CH:51][CH:50]=1)(=[O:47])[CH3:46]. The catalyst class is: 248.